The task is: Predict which catalyst facilitates the given reaction.. This data is from Catalyst prediction with 721,799 reactions and 888 catalyst types from USPTO. Reactant: [CH2:1]([N:3]([CH2:37][CH3:38])[CH2:4][CH2:5][CH2:6][NH:7][C:8]1[N:9]=[C:10]([C:27]2[C:28]([CH3:36])=[C:29]([CH:33]=[CH:34][CH:35]=2)[C:30]([OH:32])=O)[C:11]2[CH:17]=[CH:16][C:15](=[O:18])[N:14]([C:19]3[C:24]([F:25])=[CH:23][CH:22]=[CH:21][C:20]=3[F:26])[C:12]=2[N:13]=1)[CH3:2].CN(C(O[N:47]1N=[N:54][C:49]2C=CC=C[C:48]1=2)=[N+](C)C)C.F[P-](F)(F)(F)(F)F.C(N(CC)CC)C.NCC#N. Product: [C:48]([CH2:49][NH:54][C:30](=[O:32])[C:29]1[CH:33]=[CH:34][CH:35]=[C:27]([C:10]2[C:11]3[CH:17]=[CH:16][C:15](=[O:18])[N:14]([C:19]4[C:20]([F:26])=[CH:21][CH:22]=[CH:23][C:24]=4[F:25])[C:12]=3[N:13]=[C:8]([NH:7][CH2:6][CH2:5][CH2:4][N:3]([CH2:37][CH3:38])[CH2:1][CH3:2])[N:9]=2)[C:28]=1[CH3:36])#[N:47]. The catalyst class is: 3.